This data is from Peptide-MHC class II binding affinity with 134,281 pairs from IEDB. The task is: Regression. Given a peptide amino acid sequence and an MHC pseudo amino acid sequence, predict their binding affinity value. This is MHC class II binding data. (1) The peptide sequence is RMFSSTLRAAVPWYA. The MHC is HLA-DPA10103-DPB10401 with pseudo-sequence HLA-DPA10103-DPB10401. The binding affinity (normalized) is 0.625. (2) The peptide sequence is PAGVCPTIGVGGNFA. The MHC is DRB1_0405 with pseudo-sequence DRB1_0405. The binding affinity (normalized) is 0.0325.